Dataset: Reaction yield outcomes from USPTO patents with 853,638 reactions. Task: Predict the reaction yield, written as a fraction of the theoretical maximum amount of product (1.0 means a 100% yield; for example, 0.34 means a 34% yield). (1) The product is [CH2:24]([N:14]1[C:13]2[C:21](=[CH:22][C:10]3[N:9]([CH2:7][CH2:8][CH2:3][CH2:4][CH2:11][CH2:10][CH2:22][CH3:21])[C:5]4[C:4]([C:11]=3[CH:12]=2)=[CH:3][CH:8]=[CH:7][CH:6]=4)[C:20]2[C:15]1=[CH:16][CH:17]=[CH:18][CH:19]=2)[CH2:25][CH2:26][CH2:27][CH2:28][CH2:29][CH2:30][CH3:31]. The reactants are [OH-].[Na+].[CH:3]1[CH:8]=[CH:7][CH:6]=[C:5]2[NH:9][C:10]3[C:11](=[CH:12][C:13]4[NH:14][C:15]5[C:20]([C:21]=4[CH:22]=3)=[CH:19][CH:18]=[CH:17][CH:16]=5)[C:4]=12.Br[CH2:24][CH2:25][CH2:26][CH2:27][CH2:28][CH2:29][CH2:30][CH3:31].CS(C)=O. The yield is 0.901. The catalyst is [Cl-].C([N+](CC)(CC)CC)C1C=CC=CC=1.CO. (2) The reactants are [CH:1]1([N:4]2[C:13]3[C:8](=[CH:9][CH:10]=[CH:11][CH:12]=3)[N:7]([C:14]([C@@H:16]3[CH2:20][CH2:19][CH2:18][NH:17]3)=[O:15])[CH2:6][CH2:5]2)[CH2:3][CH2:2]1.Br[CH2:22][C:23]1[CH:28]=[C:27]([Cl:29])[CH:26]=[CH:25][C:24]=1[Cl:30].C(=O)([O-])[O-].[K+].[K+]. The catalyst is CC#N.C(OCC)(=O)C. The product is [CH:1]1([N:4]2[C:13]3[C:8](=[CH:9][CH:10]=[CH:11][CH:12]=3)[N:7]([C:14]([C@@H:16]3[CH2:20][CH2:19][CH2:18][N:17]3[CH2:22][C:23]3[CH:28]=[C:27]([Cl:29])[CH:26]=[CH:25][C:24]=3[Cl:30])=[O:15])[CH2:6][CH2:5]2)[CH2:3][CH2:2]1. The yield is 0.630. (3) The reactants are [NH2:1][C:2]1[CH:11]=[C:10]2[C:5]([C:6]([Br:16])=[N:7][N:8]([CH:13]([CH3:15])[CH3:14])[C:9]2=[O:12])=[CH:4][CH:3]=1.C(N(CC)CC)C.[Cl:24][CH2:25][CH2:26][CH2:27][C:28](Cl)=[O:29]. The catalyst is CN(C=O)C. The product is [Br:16][C:6]1[C:5]2[C:10](=[CH:11][C:2]([NH:1][C:28](=[O:29])[CH2:27][CH2:26][CH2:25][Cl:24])=[CH:3][CH:4]=2)[C:9](=[O:12])[N:8]([CH:13]([CH3:14])[CH3:15])[N:7]=1. The yield is 0.670. (4) The reactants are [CH3:1][N:2]([CH3:13])[CH2:3][C:4]1[CH:9]=[CH:8][C:7]([O:10][CH3:11])=[C:6]([OH:12])[CH:5]=1.[CH3:14][I:15]. The catalyst is O1CCOCC1. The product is [I-:15].[CH3:13][N+:2]([CH3:14])([CH3:1])[CH2:3][C:4]1[CH:9]=[CH:8][C:7]([O:10][CH3:11])=[C:6]([OH:12])[CH:5]=1. The yield is 0.810. (5) The reactants are [N:1]([CH2:4][C@@H:5]1[C@H:9]2[O:10][C:11]([CH3:14])([CH3:13])[O:12][C@H:8]2[C@H:7]([N:15]2[CH:23]=[N:22][C:21]3[C:16]2=[N:17][CH:18]=[N:19][C:20]=3[NH:24][CH2:25][C:26]2[CH:31]=[CH:30][C:29]([O:32][CH3:33])=[CH:28][C:27]=2[O:34][CH3:35])[CH2:6]1)=[N+]=[N-].CP(C)C.O. The catalyst is C1COCC1.C(Cl)Cl. The product is [NH2:1][CH2:4][C@@H:5]1[C@H:9]2[O:10][C:11]([CH3:13])([CH3:14])[O:12][C@H:8]2[C@H:7]([N:15]2[CH:23]=[N:22][C:21]3[C:16]2=[N:17][CH:18]=[N:19][C:20]=3[NH:24][CH2:25][C:26]2[CH:31]=[CH:30][C:29]([O:32][CH3:33])=[CH:28][C:27]=2[O:34][CH3:35])[CH2:6]1. The yield is 0.980. (6) The reactants are CS(O[CH2:6][CH2:7][N:8]1[CH:12]=[C:11]([C:13]2[CH:18]=[C:17]([C:19]([O:21]C)=[O:20])[CH:16]=[CH:15][N:14]=2)[N:10]=[CH:9]1)(=O)=O.[Cl:23][C:24]1[CH:31]=[CH:30][C:27]([NH:28][CH3:29])=[CH:26][CH:25]=1. No catalyst specified. The product is [Cl:23][C:24]1[CH:31]=[CH:30][C:27]([N:28]([CH2:6][CH2:7][N:8]2[CH:12]=[C:11]([C:13]3[CH:18]=[C:17]([C:19]([OH:21])=[O:20])[CH:16]=[CH:15][N:14]=3)[N:10]=[CH:9]2)[CH3:29])=[CH:26][CH:25]=1. The yield is 0.190.